Dataset: Reaction yield outcomes from USPTO patents with 853,638 reactions. Task: Predict the reaction yield, written as a fraction of the theoretical maximum amount of product (1.0 means a 100% yield; for example, 0.34 means a 34% yield). (1) The yield is 0.810. The reactants are [Br:1][C:2]1[CH:7]=[CH:6][CH:5]=[CH:4][C:3]=1[OH:8].[H-].[Na+].Cl[C:12]1[CH:17]=[C:16]([C:18]2[CH:23]=[CH:22][C:21]([C:24]([F:27])([F:26])[F:25])=[CH:20][CH:19]=2)[N:15]=[CH:14][N:13]=1. The catalyst is CN(C=O)C. The product is [Br:1][C:2]1[CH:7]=[CH:6][CH:5]=[CH:4][C:3]=1[O:8][C:12]1[CH:17]=[C:16]([C:18]2[CH:19]=[CH:20][C:21]([C:24]([F:26])([F:27])[F:25])=[CH:22][CH:23]=2)[N:15]=[CH:14][N:13]=1. (2) The reactants are [CH3:1][N:2]1[CH2:7][CH2:6][CH:5]([O:8][C:9]2[CH:14]=[CH:13][C:12]([N+:15]([O-])=O)=[CH:11][N:10]=2)[CH2:4][CH2:3]1.[H][H]. The catalyst is CO.[Pd]. The product is [CH3:1][N:2]1[CH2:3][CH2:4][CH:5]([O:8][C:9]2[N:10]=[CH:11][C:12]([NH2:15])=[CH:13][CH:14]=2)[CH2:6][CH2:7]1. The yield is 0.980.